Dataset: Forward reaction prediction with 1.9M reactions from USPTO patents (1976-2016). Task: Predict the product of the given reaction. (1) Given the reactants [CH3:1][O:2][C:3]([C:5]1[CH:22]=[CH:21][CH:20]=[CH:19][C:6]=1[CH2:7][S:8][C:9]1[CH:14]=[CH:13][C:12]([CH2:15][C:16]([OH:18])=O)=[CH:11][CH:10]=1)=[O:4].[F:23][C:24]1[CH:38]=[C:37]([F:39])[CH:36]=[CH:35][C:25]=1[CH2:26][NH:27][CH2:28][CH2:29][CH2:30][CH2:31][CH2:32][CH2:33][CH3:34].C1C=CC2N(O)N=NC=2C=1.CN(C(ON1N=NC2C=CC=CC1=2)=[N+](C)C)C.[B-](F)(F)(F)F.CCN(C(C)C)C(C)C, predict the reaction product. The product is: [F:23][C:24]1[CH:38]=[C:37]([F:39])[CH:36]=[CH:35][C:25]=1[CH2:26][N:27]([CH2:28][CH2:29][CH2:30][CH2:31][CH2:32][CH2:33][CH3:34])[C:16](=[O:18])[CH2:15][C:12]1[CH:11]=[CH:10][C:9]([S:8][CH2:7][C:6]2[CH:19]=[CH:20][CH:21]=[CH:22][C:5]=2[C:3]([O:2][CH3:1])=[O:4])=[CH:14][CH:13]=1. (2) Given the reactants C1C2C(COC(=O)[NH:17][CH2:18][CH2:19][CH2:20][CH2:21][CH2:22][C:23]([NH:25][C@@H:26]([CH2:30][S:31][C:32]([C:45]3[CH:50]=[CH:49][CH:48]=[CH:47][CH:46]=3)([C:39]3[CH:44]=[CH:43][CH:42]=[CH:41][CH:40]=3)[C:33]3[CH:38]=[CH:37][CH:36]=[CH:35][CH:34]=3)[C:27]([NH2:29])=[O:28])=[O:24])C3C(=CC=CC=3)C=2C=CC=1.CCN(C(C)C)C(C)C, predict the reaction product. The product is: [NH2:17][CH2:18][CH2:19][CH2:20][CH2:21][CH2:22][C:23]([NH:25][C@@H:26]([CH2:30][S:31][C:32]([C:45]1[CH:50]=[CH:49][CH:48]=[CH:47][CH:46]=1)([C:33]1[CH:38]=[CH:37][CH:36]=[CH:35][CH:34]=1)[C:39]1[CH:40]=[CH:41][CH:42]=[CH:43][CH:44]=1)[C:27]([NH2:29])=[O:28])=[O:24]. (3) Given the reactants [Cl:1][C:2]1[CH:7]=[CH:6][C:5]([C:8]2([C:14]([OH:16])=O)[CH2:13][CH2:12][CH2:11][CH2:10][CH2:9]2)=[CH:4][CH:3]=1.[NH2:17][C@@H:18]1[CH2:23][CH2:22][CH2:21][N:20]([C:24]([O:26][C:27]([CH3:30])([CH3:29])[CH3:28])=[O:25])[CH2:19]1.F[P-](F)(F)(F)(F)F.N1(O[P+](N(C)C)(N(C)C)N(C)C)C2C=CC=CC=2N=N1.CN1CCOCC1, predict the reaction product. The product is: [Cl:1][C:2]1[CH:3]=[CH:4][C:5]([C:8]2([C:14]([NH:17][C@@H:18]3[CH2:23][CH2:22][CH2:21][N:20]([C:24]([O:26][C:27]([CH3:30])([CH3:29])[CH3:28])=[O:25])[CH2:19]3)=[O:16])[CH2:9][CH2:10][CH2:11][CH2:12][CH2:13]2)=[CH:6][CH:7]=1. (4) Given the reactants [NH2:1][C:2]1[N:3]([CH2:27][C:28]2[CH:33]=[CH:32][CH:31]=[CH:30][CH:29]=2)[N:4]=[C:5]2[C:10]=1[CH:9]=[CH:8][C:7]([C:11]1[CH:12]=[C:13]([CH:21]3[CH2:26][CH2:25][NH:24][CH2:23][CH2:22]3)[N:14]3[C:19]=1[C:18]([NH2:20])=[N:17][CH:16]=[N:15]3)=[CH:6]2.[C:34](O)(=O)[CH3:35].[C:38]([BH3-])#N.[Na+].C([O-])(O)=O.[Na+], predict the reaction product. The product is: [NH2:1][C:2]1[N:3]([CH2:27][C:28]2[CH:33]=[CH:32][CH:31]=[CH:30][CH:29]=2)[N:4]=[C:5]2[C:10]=1[CH:9]=[CH:8][C:7]([C:11]1[CH:12]=[C:13]([CH:21]3[CH2:26][CH2:25][N:24]([CH:35]4[CH2:34][CH2:38]4)[CH2:23][CH2:22]3)[N:14]3[C:19]=1[C:18]([NH2:20])=[N:17][CH:16]=[N:15]3)=[CH:6]2. (5) Given the reactants [NH:1]1[C:9]2[C:4](=[CH:5][CH:6]=[CH:7][CH:8]=2)[C:3]([CH:10]2[CH2:15][CH2:14][N:13]([CH:16]([CH:20]3[CH2:25][CH2:24][N:23]([C:26](=[O:38])[CH:27]=[CH:28][C:29]4[CH:34]=[C:33]([F:35])[C:32]([F:36])=[C:31]([F:37])[CH:30]=4)[CH2:22][CH2:21]3)[C:17]([OH:19])=[O:18])[CH2:12][CH2:11]2)=[CH:2]1, predict the reaction product. The product is: [NH:1]1[C:9]2[C:4](=[CH:5][CH:6]=[CH:7][CH:8]=2)[C:3]([CH:10]2[CH2:11][CH2:12][N:13]([CH:16]([CH:20]3[CH2:25][CH2:24][N:23]([C:26](=[O:38])/[CH:27]=[CH:28]/[C:29]4[CH:30]=[C:31]([F:37])[C:32]([F:36])=[C:33]([F:35])[CH:34]=4)[CH2:22][CH2:21]3)[C:17]([OH:19])=[O:18])[CH2:14][CH2:15]2)=[CH:2]1. (6) The product is: [NH:31]1[CH:35]=[CH:34][N:33]=[C:32]1[NH:36][C:17]([CH:14]1[CH2:13][CH2:12][N:11]([C:3]2[CH:2]=[N:1][C:10]3[C:5]([CH:4]=2)=[CH:6][CH:7]=[CH:8][CH:9]=3)[CH2:16][CH2:15]1)=[O:19]. Given the reactants [N:1]1[C:10]2[C:5](=[CH:6][CH:7]=[CH:8][CH:9]=2)[CH:4]=[C:3]([N:11]2[CH2:16][CH2:15][CH:14]([C:17]([OH:19])=O)[CH2:13][CH2:12]2)[CH:2]=1.BrC1C=NC2C(C=1)=CC=CC=2.[NH:31]1[CH:35]=[CH:34][N:33]=[C:32]1[NH2:36], predict the reaction product. (7) Given the reactants [N:1]([O-])=O.[Na+].[NH2:5][C:6]1[C:27]([NH2:28])=[CH:26][C:9]2[CH2:10][C@@H:11]3[C:16]([CH3:18])([CH3:17])[C@:15]([CH3:19])([C:8]=2[CH:7]=1)[CH2:14][CH2:13][N:12]3[C:20](=[O:25])[C:21]([F:24])([F:23])[F:22].C(O)(=O)C, predict the reaction product. The product is: [F:23][C:21]([F:24])([F:22])[C:20]([N:12]1[CH2:13][CH2:14][C@:15]2([CH3:19])[C:16]([CH3:17])([CH3:18])[C@H:11]1[CH2:10][C:9]1[CH:26]=[C:27]3[N:28]=[N:1][NH:5][C:6]3=[CH:7][C:8]=12)=[O:25]. (8) Given the reactants [CH3:1][C:2]1[C:10]2[C:5](=[CH:6][CH:7]=[C:8]([CH:11]=O)[CH:9]=2)[NH:4][N:3]=1.[O:13]1[CH2:17][C:16](=O)[CH2:15][C:14]1=[O:19].[NH2:20][C:21]([C:25]([F:28])([F:27])[F:26])=[CH:22][C:23]#[N:24].Cl, predict the reaction product. The product is: [CH3:1][C:2]1[C:10]2[C:5](=[CH:6][CH:7]=[C:8]([CH:11]3[C:22]([C:23]#[N:24])=[C:21]([C:25]([F:28])([F:27])[F:26])[NH:20][C:16]4[CH2:17][O:13][C:14](=[O:19])[C:15]3=4)[CH:9]=2)[NH:4][N:3]=1. (9) Given the reactants N1[C:9]2[C:4](=[CH:5]C=CC=2)[CH:3]=[CH:2]1.C(O)(=O)C.CC(C)C(=O)C.[NH:20]([C:22]1[CH:30]=[CH:29][C:25]([C:26]([OH:28])=[O:27])=[CH:24][CH:23]=1)N, predict the reaction product. The product is: [CH3:2][C:3]1[C:4]([CH3:9])([CH3:5])[C:30]2[C:22](=[CH:23][CH:24]=[C:25]([C:26]([OH:28])=[O:27])[CH:29]=2)[N:20]=1.